From a dataset of Full USPTO retrosynthesis dataset with 1.9M reactions from patents (1976-2016). Predict the reactants needed to synthesize the given product. (1) Given the product [CH2:35]([O:34][C:31]1[C:30]([C:37]([F:40])([F:38])[F:39])=[CH:29][C:28]([B:18]2[O:19][C:20]([CH3:25])([CH3:26])[C:21]([CH3:23])([CH3:24])[O:22]2)=[CH:33][N:32]=1)[CH3:36], predict the reactants needed to synthesize it. The reactants are: ClCCl.C([O-])(=O)C.[K+].[B:18]1([B:18]2[O:22][C:21]([CH3:24])([CH3:23])[C:20]([CH3:26])([CH3:25])[O:19]2)[O:22][C:21]([CH3:24])([CH3:23])[C:20]([CH3:26])([CH3:25])[O:19]1.Br[C:28]1[CH:29]=[C:30]([C:37]([F:40])([F:39])[F:38])[C:31]([O:34][CH2:35][CH3:36])=[N:32][CH:33]=1. (2) The reactants are: [Cl:1][C:2]1[CH:30]=[CH:29][C:5]([O:6][C:7]2[CH:12]=[CH:11][C:10]([N:13]3[C@@H:17]([C:18]4[CH:23]=[CH:22][CH:21]=[C:20]([C:24]([F:27])([F:26])[F:25])[CH:19]=4)[CH2:16][CH2:15][C:14]3=[O:28])=[CH:9][CH:8]=2)=[CH:4][CH:3]=1.[Li+].C[Si]([N-][Si](C)(C)C)(C)C.[CH2:41](I)[CH:42]=[CH2:43]. Given the product [Cl:1][C:2]1[CH:3]=[CH:4][C:5]([O:6][C:7]2[CH:12]=[CH:11][C:10]([N:13]3[C@@H:17]([C:18]4[CH:23]=[CH:22][CH:21]=[C:20]([C:24]([F:25])([F:26])[F:27])[CH:19]=4)[CH2:16][C@H:15]([CH2:43][CH:42]=[CH2:41])[C:14]3=[O:28])=[CH:9][CH:8]=2)=[CH:29][CH:30]=1, predict the reactants needed to synthesize it.